From a dataset of Catalyst prediction with 721,799 reactions and 888 catalyst types from USPTO. Predict which catalyst facilitates the given reaction. (1) Reactant: FC(F)(F)C(O)=O.[CH2:8]([O:11][CH2:12][C@H:13]([NH:18][CH2:19][C@@H:20]([OH:42])[C@@H:21]([NH:31]C(=O)OCC1C=CC=CC=1)[CH2:22][C:23]1[CH:28]=[C:27]([F:29])[CH:26]=[C:25]([F:30])[CH:24]=1)[CH2:14][CH:15]([CH3:17])[CH3:16])[CH:9]=[CH2:10].O.[OH-].[Ba+2].[OH-]. Product: [CH2:8]([O:11][CH2:12][C@H:13]([NH:18][CH2:19][C@@H:20]([OH:42])[C@@H:21]([NH2:31])[CH2:22][C:23]1[CH:24]=[C:25]([F:30])[CH:26]=[C:27]([F:29])[CH:28]=1)[CH2:14][CH:15]([CH3:16])[CH3:17])[CH:9]=[CH2:10]. The catalyst class is: 149. (2) Reactant: [CH2:1]([O:3][C:4](=[O:19])[C:5]([C:10](=[O:18])[C:11]1[CH:16]=[CH:15][C:14]([CH3:17])=[CH:13][CH:12]=1)=[CH:6]OCC)[CH3:2].[NH2:20][C:21]1[CH:22]=[C:23]([CH:26]=[CH:27][CH:28]=1)[C:24]#[N:25]. Product: [CH2:1]([O:3][C:4](=[O:19])[C:5]([C:10](=[O:18])[C:11]1[CH:12]=[CH:13][C:14]([CH3:17])=[CH:15][CH:16]=1)=[CH:6][NH:20][C:21]1[CH:28]=[CH:27][CH:26]=[C:23]([C:24]#[N:25])[CH:22]=1)[CH3:2]. The catalyst class is: 32. (3) Reactant: C([N:8]1[CH2:13][CH:12]=[C:11]([C:14]2[C:22]3[C:17](=[CH:18][CH:19]=[CH:20][CH:21]=3)[NH:16][C:15]=2[C:23]2[C:24]([O:29][CH3:30])=[N:25][CH:26]=[CH:27][CH:28]=2)[CH2:10][CH2:9]1)C1C=CC=CC=1.C([O-])=O.[NH4+]. Product: [CH3:30][O:29][C:24]1[C:23]([C:15]2[NH:16][C:17]3[C:22]([C:14]=2[CH:11]2[CH2:12][CH2:13][NH:8][CH2:9][CH2:10]2)=[CH:21][CH:20]=[CH:19][CH:18]=3)=[CH:28][CH:27]=[CH:26][N:25]=1. The catalyst class is: 19. (4) Product: [Br:15][C:16]1[CH:24]=[CH:23][CH:22]=[C:21]2[C:17]=1[C:18]([OH:26])([C:7]1[C:6]([OH:9])=[CH:5][CH:4]=[C:3]([O:2][CH3:1])[N:8]=1)[C:19](=[O:25])[NH:20]2. Reactant: [CH3:1][O:2][C:3]1[N:8]=[CH:7][C:6]([OH:9])=[CH:5][CH:4]=1.C([Mg]Cl)(C)C.[Br:15][C:16]1[CH:24]=[CH:23][CH:22]=[C:21]2[C:17]=1[C:18](=[O:26])[C:19](=[O:25])[NH:20]2. The catalyst class is: 7. (5) Reactant: [N:1]1[CH:6]=[CH:5][CH:4]=[C:3]([N:7]2[CH2:12][CH2:11][CH2:10][NH:9][C:8]2=[O:13])[CH:2]=1.Br[C:15]1[CH:24]=[CH:23][C:22]2[C:17](=[CH:18][CH:19]=[CH:20][CH:21]=2)[CH:16]=1.N[C@@H]1CCCC[C@H]1N.C(=O)([O-])[O-].[K+].[K+]. Product: [CH:21]1[C:22]2[C:17](=[CH:16][CH:15]=[CH:24][CH:23]=2)[CH:18]=[CH:19][C:20]=1[N:9]1[CH2:10][CH2:11][CH2:12][N:7]([C:3]2[CH:2]=[N:1][CH:6]=[CH:5][CH:4]=2)[C:8]1=[O:13]. The catalyst class is: 246.